Dataset: Reaction yield outcomes from USPTO patents with 853,638 reactions. Task: Predict the reaction yield, written as a fraction of the theoretical maximum amount of product (1.0 means a 100% yield; for example, 0.34 means a 34% yield). (1) The yield is 0.510. The reactants are [F:1][C:2]1[CH:30]=[CH:29][CH:28]=[CH:27][C:3]=1[O:4][C:5]1[CH:10]=[CH:9][C:8]([C:11]2[C:19]3[C:14](=[N:15][CH:16]=[N:17][C:18]=3[NH2:20])[N:13]([C@@H:21]3[CH2:26][CH2:25][CH2:24][NH:23][CH2:22]3)[N:12]=2)=[CH:7][CH:6]=1.N1(C(N2C=CN=C2)=O)C=CN=C1.[C:43]([CH2:45][C:46](O)=[O:47])#[N:44]. The product is [NH2:20][C:18]1[N:17]=[CH:16][N:15]=[C:14]2[N:13]([C@@H:21]3[CH2:26][CH2:25][CH2:24][N:23]([C:46](=[O:47])[CH2:45][C:43]#[N:44])[CH2:22]3)[N:12]=[C:11]([C:8]3[CH:7]=[CH:6][C:5]([O:4][C:3]4[CH:27]=[CH:28][CH:29]=[CH:30][C:2]=4[F:1])=[CH:10][CH:9]=3)[C:19]=12. The catalyst is ClCCl. (2) The reactants are [CH:1]([O-])=[O:2].[Na+].[C]=O.Br[C:8]1[CH:13]=[CH:12][C:11]([CH:14]2[CH2:18][CH2:17][CH2:16][N:15]2[C:19]([O:21][CH2:22][C:23]2[CH:28]=[CH:27][CH:26]=[CH:25][CH:24]=2)=[O:20])=[CH:10][CH:9]=1. The catalyst is CN(C=O)C. The product is [CH:1]([C:8]1[CH:13]=[CH:12][C:11]([CH:14]2[CH2:18][CH2:17][CH2:16][N:15]2[C:19]([O:21][CH2:22][C:23]2[CH:28]=[CH:27][CH:26]=[CH:25][CH:24]=2)=[O:20])=[CH:10][CH:9]=1)=[O:2]. The yield is 0.200. (3) The reactants are [CH2:1]([O:8][N:9]([C@H:22]1[CH2:27][N:26]([C:28]([O:30][C:31]([CH3:34])([CH3:33])[CH3:32])=[O:29])[C@H:25]([C:35](=[NH:38])[NH:36][OH:37])[CH2:24][CH2:23]1)[S:10]([C:13]1[CH:18]=[CH:17][CH:16]=[CH:15][C:14]=1[N+:19]([O-:21])=[O:20])(=[O:12])=[O:11])[C:2]1[CH:7]=[CH:6][CH:5]=[CH:4][CH:3]=1.[CH3:39]C1C=CC(S([O-])(=O)=O)=CC=1.C1C=C[NH+]=CC=1. The catalyst is COC(OC)OC. The product is [CH2:1]([O:8][N:9]([C@H:22]1[CH2:27][N:26]([C:28]([O:30][C:31]([CH3:34])([CH3:33])[CH3:32])=[O:29])[C@H:25]([C:35]2[N:38]=[CH:39][O:37][N:36]=2)[CH2:24][CH2:23]1)[S:10]([C:13]1[CH:18]=[CH:17][CH:16]=[CH:15][C:14]=1[N+:19]([O-:21])=[O:20])(=[O:12])=[O:11])[C:2]1[CH:7]=[CH:6][CH:5]=[CH:4][CH:3]=1. The yield is 0.690.